From a dataset of NCI-60 drug combinations with 297,098 pairs across 59 cell lines. Regression. Given two drug SMILES strings and cell line genomic features, predict the synergy score measuring deviation from expected non-interaction effect. (1) Drug 1: C1C(C(OC1N2C=C(C(=O)NC2=O)F)CO)O. Drug 2: CC1=C2C(C(=O)C3(C(CC4C(C3C(C(C2(C)C)(CC1OC(=O)C(C(C5=CC=CC=C5)NC(=O)OC(C)(C)C)O)O)OC(=O)C6=CC=CC=C6)(CO4)OC(=O)C)O)C)O. Cell line: M14. Synergy scores: CSS=3.08, Synergy_ZIP=-2.02, Synergy_Bliss=-0.251, Synergy_Loewe=-10.9, Synergy_HSA=-7.45. (2) Drug 1: CC(C1=C(C=CC(=C1Cl)F)Cl)OC2=C(N=CC(=C2)C3=CN(N=C3)C4CCNCC4)N. Drug 2: C1C(C(OC1N2C=NC3=C2NC=NCC3O)CO)O. Cell line: ACHN. Synergy scores: CSS=7.45, Synergy_ZIP=-3.37, Synergy_Bliss=0.265, Synergy_Loewe=-0.00956, Synergy_HSA=0.0253. (3) Drug 1: CC(CN1CC(=O)NC(=O)C1)N2CC(=O)NC(=O)C2. Drug 2: C1C(C(OC1N2C=NC3=C2NC=NCC3O)CO)O. Cell line: EKVX. Synergy scores: CSS=7.99, Synergy_ZIP=-3.89, Synergy_Bliss=-2.70, Synergy_Loewe=-1.99, Synergy_HSA=-0.749. (4) Drug 2: CCN(CC)CCNC(=O)C1=C(NC(=C1C)C=C2C3=C(C=CC(=C3)F)NC2=O)C. Drug 1: CC1=C(C=C(C=C1)NC(=O)C2=CC=C(C=C2)CN3CCN(CC3)C)NC4=NC=CC(=N4)C5=CN=CC=C5. Synergy scores: CSS=-1.54, Synergy_ZIP=2.02, Synergy_Bliss=5.15, Synergy_Loewe=-0.953, Synergy_HSA=-1.72. Cell line: T-47D. (5) Drug 1: CCC1=C2CN3C(=CC4=C(C3=O)COC(=O)C4(CC)O)C2=NC5=C1C=C(C=C5)O. Drug 2: C1CN(CCN1C(=O)CCBr)C(=O)CCBr. Cell line: A549. Synergy scores: CSS=35.6, Synergy_ZIP=0.578, Synergy_Bliss=5.63, Synergy_Loewe=3.68, Synergy_HSA=7.27. (6) Synergy scores: CSS=40.6, Synergy_ZIP=-9.09, Synergy_Bliss=2.17, Synergy_Loewe=4.21, Synergy_HSA=5.59. Drug 2: C1=NC(=NC(=O)N1C2C(C(C(O2)CO)O)O)N. Cell line: UACC62. Drug 1: CC1OCC2C(O1)C(C(C(O2)OC3C4COC(=O)C4C(C5=CC6=C(C=C35)OCO6)C7=CC(=C(C(=C7)OC)O)OC)O)O. (7) Drug 1: C#CCC(CC1=CN=C2C(=N1)C(=NC(=N2)N)N)C3=CC=C(C=C3)C(=O)NC(CCC(=O)O)C(=O)O. Drug 2: CC12CCC3C(C1CCC2OP(=O)(O)O)CCC4=C3C=CC(=C4)OC(=O)N(CCCl)CCCl.[Na+]. Cell line: SN12C. Synergy scores: CSS=8.17, Synergy_ZIP=-4.38, Synergy_Bliss=-0.947, Synergy_Loewe=-0.530, Synergy_HSA=-1.53.